This data is from Forward reaction prediction with 1.9M reactions from USPTO patents (1976-2016). The task is: Predict the product of the given reaction. (1) The product is: [C:1]1([C@H:37]([OH:40])[CH2:36][NH:33][C:17]([C:24]2[CH:29]=[CH:28][CH:27]=[CH:26][CH:25]=2)([C:18]2[CH:23]=[CH:22][CH:21]=[CH:20][CH:19]=2)[C:11]2[CH:16]=[CH:15][CH:14]=[CH:13][CH:12]=2)[CH:6]=[CH:5][CH:4]=[CH:3][CH:2]=1. Given the reactants [CH:1]1[CH:6]=[CH:5][C:4]([C@H](N)CO)=[CH:3][CH:2]=1.[C:11]1([C:17](Cl)([C:24]2[CH:29]=[CH:28][CH:27]=[CH:26][CH:25]=2)[C:18]2[CH:23]=[CH:22][CH:21]=[CH:20][CH:19]=2)[CH:16]=[CH:15][CH:14]=[CH:13][CH:12]=1.C([N:33]([CH2:36][CH3:37])CC)C.C(OCC)(=[O:40])C, predict the reaction product. (2) Given the reactants [C:1]1([C:19]2[CH:24]=[CH:23][CH:22]=[CH:21][CH:20]=2)[CH:6]=[CH:5][C:4]([C:7]2[CH:8]=[N:9][N:10]([C:12]3[CH:13]=[C:14]([OH:18])[CH:15]=[CH:16][CH:17]=3)[CH:11]=2)=[CH:3][CH:2]=1.Br[C:26]1[CH:38]=[CH:37][C:36]2[C:35]3[C:30](=[CH:31][CH:32]=[CH:33][CH:34]=3)[N:29]([C:39]3[CH:44]=[C:43]([C:45]([CH3:48])([CH3:47])[CH3:46])[CH:42]=[CH:41][N:40]=3)[C:28]=2[CH:27]=1.N1C=CC=CC=1C(O)=O.[O-]P([O-])([O-])=O.[K+].[K+].[K+], predict the reaction product. The product is: [C:1]1([C:19]2[CH:20]=[CH:21][CH:22]=[CH:23][CH:24]=2)[CH:6]=[CH:5][C:4]([C:7]2[CH:8]=[N:9][N:10]([C:12]3[CH:13]=[C:14]([CH:15]=[CH:16][CH:17]=3)[O:18][C:26]3[CH:38]=[CH:37][C:36]4[C:35]5[C:30](=[CH:31][CH:32]=[CH:33][CH:34]=5)[N:29]([C:39]5[CH:44]=[C:43]([C:45]([CH3:48])([CH3:47])[CH3:46])[CH:42]=[CH:41][N:40]=5)[C:28]=4[CH:27]=3)[CH:11]=2)=[CH:3][CH:2]=1. (3) Given the reactants [C:1]([N:5]1[CH2:14][CH2:13][C:12]2[C:7](=[CH:8][CH:9]=[CH:10][CH:11]=2)[CH:6]1[CH:15]1[CH2:20][CH2:19][CH2:18][CH2:17][CH2:16]1)(=[O:4])[CH:2]=[CH2:3].Cl.[NH2:22][CH2:23][C:24]1([OH:30])[CH2:29][CH2:28][CH2:27][CH2:26][CH2:25]1.C(N(CC)CC)C, predict the reaction product. The product is: [CH:15]1([CH:6]2[C:7]3[C:12](=[CH:11][CH:10]=[CH:9][CH:8]=3)[CH2:13][CH2:14][N:5]2[C:1](=[O:4])[CH2:2][CH2:3][NH:22][CH2:23][C:24]2([OH:30])[CH2:29][CH2:28][CH2:27][CH2:26][CH2:25]2)[CH2:20][CH2:19][CH2:18][CH2:17][CH2:16]1. (4) Given the reactants [OH:1][C:2]1[CH:3]=[C:4]([CH2:8][C:9]([NH:11][NH:12][C:13](=[O:25])[C:14]2[C:19]([O:20]C)=[CH:18][C:17]([O:22]C)=[CH:16][C:15]=2[Cl:24])=[O:10])[CH:5]=[CH:6][CH:7]=1.B(Br)(Br)Br, predict the reaction product. The product is: [OH:1][C:2]1[CH:3]=[C:4]([CH2:8][C:9]([NH:11][NH:12][C:13](=[O:25])[C:14]2[C:19]([OH:20])=[CH:18][C:17]([OH:22])=[CH:16][C:15]=2[Cl:24])=[O:10])[CH:5]=[CH:6][CH:7]=1. (5) Given the reactants [Br:1][C:2]1[CH:7]=[CH:6][N:5]=[C:4]2[N:8]([S:11]([C:14]3[CH:20]=[CH:19][C:17]([CH3:18])=[CH:16][CH:15]=3)(=[O:13])=[O:12])[CH:9]=[CH:10][C:3]=12.C([N-]C(C)C)(C)C.[Li+].CCCCCCC.O1CCCC1.C(C1C=CC=CC=1)C.[I:49]I, predict the reaction product. The product is: [Br:1][C:2]1[CH:7]=[CH:6][N:5]=[C:4]2[N:8]([S:11]([C:14]3[CH:20]=[CH:19][C:17]([CH3:18])=[CH:16][CH:15]=3)(=[O:13])=[O:12])[C:9]([I:49])=[CH:10][C:3]=12. (6) Given the reactants [CH3:1][C:2]1[CH:6]=[CH:5][S:4][C:3]=1[C:7]1[C:11]2[CH:12]=[C:13]([N:16]3[C:21](=[O:22])[CH:20]=[C:19]([C:23]([F:26])([F:25])[F:24])[N:18]([CH3:27])[C:17]3=[O:28])[CH:14]=[CH:15][C:10]=2[S:9][N:8]=1.[Br:29]N1C(=O)CCC1=O, predict the reaction product. The product is: [Br:29][CH2:1][C:2]1[CH:6]=[CH:5][S:4][C:3]=1[C:7]1[C:11]2[CH:12]=[C:13]([N:16]3[C:21](=[O:22])[CH:20]=[C:19]([C:23]([F:26])([F:25])[F:24])[N:18]([CH3:27])[C:17]3=[O:28])[CH:14]=[CH:15][C:10]=2[S:9][N:8]=1. (7) Given the reactants Cl.[CH3:2][N:3]1[CH2:8][CH2:7][N:6]([C:9]2[CH:14]=[C:13]([C:15]3[CH:24]=[C:23]4[C:18]([CH2:19][CH2:20][NH:21][CH2:22]4)=[CH:17][CH:16]=3)[N:12]=[C:11]([NH2:25])[N:10]=2)[CH2:5][CH2:4]1.F[C:27]1[CH:34]=[CH:33][C:30]([C:31]#[N:32])=[CH:29][CH:28]=1.CN1CCOCC1, predict the reaction product. The product is: [NH2:25][C:11]1[N:12]=[C:13]([C:15]2[CH:24]=[C:23]3[C:18]([CH2:19][CH2:20][N:21]([C:27]4[CH:34]=[CH:33][C:30]([C:31]#[N:32])=[CH:29][CH:28]=4)[CH2:22]3)=[CH:17][CH:16]=2)[CH:14]=[C:9]([N:6]2[CH2:5][CH2:4][N:3]([CH3:2])[CH2:8][CH2:7]2)[N:10]=1. (8) Given the reactants Br[C:2]1[N:6]2[CH:7]=[CH:8][CH:9]=[C:10]([F:11])[C:5]2=[N:4][CH:3]=1.[F:12][C:13]1[CH:14]=[C:15]([C:34]#[N:35])[C:16]([C:19]2[CH:24]=[C:23](B3OCC(C)(C)CO3)[CH:22]=[CH:21][C:20]=2[F:33])=[CH:17][CH:18]=1, predict the reaction product. The product is: [F:12][C:13]1[CH:14]=[C:15]([C:34]#[N:35])[C:16]([C:19]2[CH:24]=[C:23]([C:2]3[N:6]4[CH:7]=[CH:8][CH:9]=[C:10]([F:11])[C:5]4=[N:4][CH:3]=3)[CH:22]=[CH:21][C:20]=2[F:33])=[CH:17][CH:18]=1. (9) Given the reactants [CH3:1][O:2][C:3]1[CH:8]=[CH:7][C:6]([C:9]2[N:10]=[CH:11][C:12]([CH2:15]OS(C)(=O)=O)=[N:13][CH:14]=2)=[C:5]([C:21]([F:24])([F:23])[F:22])[CH:4]=1.[F:25][C:26]1[C:31]([F:32])=[CH:30][CH:29]=[CH:28][C:27]=1[C:33]1[N:41]=[C:36]2[CH:37]=[N:38][NH:39][CH:40]=[C:35]2[N:34]=1, predict the reaction product. The product is: [F:25][C:26]1[C:31]([F:32])=[CH:30][CH:29]=[CH:28][C:27]=1[C:33]1[N:41]=[C:36]2[CH:37]=[N:38][N:39]([CH2:15][C:12]3[CH:11]=[N:10][C:9]([C:6]4[CH:7]=[CH:8][C:3]([O:2][CH3:1])=[CH:4][C:5]=4[C:21]([F:24])([F:23])[F:22])=[CH:14][N:13]=3)[CH:40]=[C:35]2[N:34]=1.